Dataset: Peptide-MHC class I binding affinity with 185,985 pairs from IEDB/IMGT. Task: Regression. Given a peptide amino acid sequence and an MHC pseudo amino acid sequence, predict their binding affinity value. This is MHC class I binding data. (1) The peptide sequence is LPPVVAKEI. The MHC is HLA-B27:05 with pseudo-sequence HLA-B27:05. The binding affinity (normalized) is 0. (2) The peptide sequence is LPHIIDEVM. The MHC is HLA-B07:02 with pseudo-sequence HLA-B07:02. The binding affinity (normalized) is 0.534. (3) The peptide sequence is FYNGSNWCL. The MHC is HLA-B18:01 with pseudo-sequence HLA-B18:01. The binding affinity (normalized) is 0.0847. (4) The peptide sequence is IPMGVGLSPF. The MHC is Patr-A0701 with pseudo-sequence Patr-A0701. The binding affinity (normalized) is 0.0307. (5) The peptide sequence is LQFGFGWFS. The MHC is HLA-A02:06 with pseudo-sequence HLA-A02:06. The binding affinity (normalized) is 0.848. (6) The peptide sequence is FMSLQSGDV. The MHC is HLA-B58:01 with pseudo-sequence HLA-B58:01. The binding affinity (normalized) is 0.0847. (7) The peptide sequence is MPAYIRNTL. The MHC is HLA-C05:01 with pseudo-sequence HLA-C05:01. The binding affinity (normalized) is 0.0847. (8) The peptide sequence is YKEPNSIIL. The MHC is HLA-B15:09 with pseudo-sequence HLA-B15:09. The binding affinity (normalized) is 0.936. (9) The peptide sequence is VFDITKLLL. The MHC is Patr-A0701 with pseudo-sequence Patr-A0701. The binding affinity (normalized) is 0.413. (10) The peptide sequence is LDKGKLWHL. The MHC is HLA-A11:01 with pseudo-sequence HLA-A11:01. The binding affinity (normalized) is 0.0847.